This data is from Reaction yield outcomes from USPTO patents with 853,638 reactions. The task is: Predict the reaction yield, written as a fraction of the theoretical maximum amount of product (1.0 means a 100% yield; for example, 0.34 means a 34% yield). The reactants are [OH:1][C:2]1[CH:10]=[CH:9][CH:8]=[CH:7][C:3]=1[C:4](O)=O.[C:11]([O-:14])([O-])=[O:12].[Cs+].[Cs+].CC(C)(C(=O)CC(=O)C(C)(C)C)C.Br[C:31]1[CH:32]=[C:33]2[C:37](=[CH:38][CH:39]=1)[N:36]([CH2:40][CH:41]([CH3:43])[CH3:42])[N:35]=[CH:34]2. The catalyst is CN1C(=O)CCC1.Cl[Cu]. The product is [CH2:40]([N:36]1[C:37]2[C:33](=[CH:32][C:31]([O:1][C:2]3[CH:10]=[CH:9][CH:8]=[CH:7][C:3]=3[CH2:4][C:11]([OH:14])=[O:12])=[CH:39][CH:38]=2)[CH:34]=[N:35]1)[CH:41]([CH3:43])[CH3:42]. The yield is 0.360.